From a dataset of Catalyst prediction with 721,799 reactions and 888 catalyst types from USPTO. Predict which catalyst facilitates the given reaction. (1) Reactant: Br[C:2]1[CH:3]=[C:4]([CH3:13])[C:5]2[N:6]([C:8]([CH:11]=[O:12])=[CH:9][N:10]=2)[CH:7]=1.[N:14]1[CH:19]=[CH:18][CH:17]=[C:16]([C:18]2[CH:17]=[CH:16][C:15]3[N:14](C(C=O)=CN=3)[CH:19]=2)[CH:15]=1.BrC1C=C(C)C(N)=NC=1. Product: [CH3:13][C:4]1[C:5]2[N:6]([C:8]([CH:11]=[O:12])=[CH:9][N:10]=2)[CH:7]=[C:2]([C:16]2[CH:15]=[N:14][CH:19]=[CH:18][CH:17]=2)[CH:3]=1. The catalyst class is: 10. (2) Product: [ClH:49].[Cl:49][C:50]1[C:55]([F:56])=[C:54]([F:57])[CH:53]=[CH:52][C:51]=1[CH2:58][NH:59][C:7]([CH:6]1[CH2:5][N:4]([CH2:10][C:11]2[CH:16]=[CH:15][CH:14]=[CH:13][N:12]=2)[C:3](=[O:17])[N:2]1[CH3:1])=[O:9]. The catalyst class is: 120. Reactant: [CH3:1][N:2]1[CH:6]([C:7]([OH:9])=O)[CH2:5][N:4]([CH2:10][C:11]2[CH:16]=[CH:15][CH:14]=[CH:13][N:12]=2)[C:3]1=[O:17].O.ON1C2C=CC=CC=2N=N1.Cl.C(N=C=NCCCN(C)C)C.C(N1CCOCC1)C.[Cl:49][C:50]1[C:55]([F:56])=[C:54]([F:57])[CH:53]=[CH:52][C:51]=1[CH2:58][NH2:59]. (3) Reactant: [C:1]([N:8]1[CH2:13][CH2:12][NH:11][CH2:10][CH2:9]1)([O:3][C:4]([CH3:7])([CH3:6])[CH3:5])=[O:2].C(=O)([O-])O.[Na+].ClCCl.[N:22]#[C:23]Br. Product: [C:23]([N:11]1[CH2:10][CH2:9][N:8]([C:1]([O:3][C:4]([CH3:7])([CH3:6])[CH3:5])=[O:2])[CH2:13][CH2:12]1)#[N:22]. The catalyst class is: 6. (4) Reactant: [C:1]([C:3]1[C:4]([C:17]([F:20])([F:19])[F:18])=[C:5]2[C:9](=[CH:10][CH:11]=1)[N:8]([CH:12]([CH3:16])[C:13]([OH:15])=O)[CH:7]=[CH:6]2)#[N:2].C1N=CN(C(N2C=NC=C2)=O)C=1.[F:33][C:34]1[CH:39]=[CH:38][C:37]([C:40](=[NH:43])[NH:41]O)=[CH:36][CH:35]=1. Product: [F:33][C:34]1[CH:39]=[CH:38][C:37]([C:40]2[N:43]=[C:13]([CH:12]([N:8]3[C:9]4[C:5](=[C:4]([C:17]([F:20])([F:19])[F:18])[C:3]([C:1]#[N:2])=[CH:11][CH:10]=4)[CH:6]=[CH:7]3)[CH3:16])[O:15][N:41]=2)=[CH:36][CH:35]=1. The catalyst class is: 23. (5) Reactant: C(N(CC)C(C)C)(C)C.Cl[C:11]1[C:20]2[C:15](=[CH:16][CH:17]=[C:18]([CH3:21])[CH:19]=2)[N:14]=[C:13]([S:22][CH3:23])[N:12]=1.C[C:25]1[CH:30]=[CH:29][C:28]([N:31]([C:33]([O:35][CH2:36][CH3:37])=[O:34])[NH2:32])=[CH:27][CH:26]=1. Product: [CH3:21][C:18]1[CH:19]=[C:20]2[C:15](=[CH:16][CH:17]=1)[N:14]=[C:13]([S:22][CH3:23])[NH:12][C:11]2=[N:32][N:31]([C:28]1[CH:29]=[CH:30][CH:25]=[CH:26][CH:27]=1)[C:33]([O:35][CH2:36][CH3:37])=[O:34]. The catalyst class is: 12. (6) Reactant: [OH-:1].[K+].[Cl:3][C:4]1[CH:9]=[CH:8][C:7]([OH:10])=[CH:6][CH:5]=1.[CH2:11]=O.[C:13]([OH:16])(=O)C. Product: [Cl:3][C:4]1[CH:9]=[C:8]([CH2:11][OH:1])[C:7]([OH:10])=[C:6]([CH2:13][OH:16])[CH:5]=1. The catalyst class is: 283. (7) Reactant: [CH:1]1([CH2:4][CH2:5][NH2:6])[CH2:3][CH2:2]1.C1N=CN([C:12](N2C=NC=C2)=[O:13])C=1.[CH2:19]([C@H:21]1[CH2:25][NH:24][CH2:23][C@H:22]1[C:26]1[N:30]2[C:31]3[CH:37]=[CH:36][N:35]([S:38]([C:41]4[CH:47]=[CH:46][C:44]([CH3:45])=[CH:43][CH:42]=4)(=[O:40])=[O:39])[C:32]=3[N:33]=[CH:34][C:29]2=[N:28][N:27]=1)[CH3:20]. Product: [CH:1]1([CH2:4][CH2:5][NH:6][C:12]([N:24]2[CH2:23][C@H:22]([C:26]3[N:30]4[C:31]5[CH:37]=[CH:36][N:35]([S:38]([C:41]6[CH:42]=[CH:43][C:44]([CH3:45])=[CH:46][CH:47]=6)(=[O:40])=[O:39])[C:32]=5[N:33]=[CH:34][C:29]4=[N:28][N:27]=3)[C@H:21]([CH2:19][CH3:20])[CH2:25]2)=[O:13])[CH2:3][CH2:2]1. The catalyst class is: 3. (8) Reactant: C([Sn](CCCC)(CCCC)[C:6]1[N:10]([C:11]2[CH:18]=[CH:17][C:14]([C:15]#[N:16])=[CH:13][CH:12]=2)[N:9]=[N:8][CH:7]=1)CCC.Br[C:28]1[N:33]=[C:32]([C:34]([NH:36][CH3:37])=[O:35])[C:31](=[O:38])[N:30]([C:39]2[CH:44]=[CH:43][CH:42]=[C:41]([C:45]([F:48])([F:47])[F:46])[CH:40]=2)[C:29]=1[CH3:49]. Product: [C:15]([C:14]1[CH:13]=[CH:12][C:11]([N:10]2[C:6]([C:28]3[N:33]=[C:32]([C:34]([NH:36][CH3:37])=[O:35])[C:31](=[O:38])[N:30]([C:39]4[CH:44]=[CH:43][CH:42]=[C:41]([C:45]([F:46])([F:47])[F:48])[CH:40]=4)[C:29]=3[CH3:49])=[CH:7][N:8]=[N:9]2)=[CH:18][CH:17]=1)#[N:16]. The catalyst class is: 57.